From a dataset of Forward reaction prediction with 1.9M reactions from USPTO patents (1976-2016). Predict the product of the given reaction. (1) The product is: [F:38][C:37]([F:40])([F:39])[C:35]([OH:41])=[O:36].[CH3:1][CH:2]([CH3:34])[CH2:3][C@H:4]([NH:20][C:21]([C@@H:23]1[CH2:26][CH2:25][NH:24]1)=[O:22])/[CH:5]=[CH:6]/[C:7]([N:9]([CH3:19])[C:10]1[S:11][C:12]([C:15]([F:17])([F:18])[F:16])=[N:13][N:14]=1)=[O:8]. Given the reactants [CH3:1][CH:2]([CH3:34])[CH2:3][C@H:4]([NH:20][C:21]([C@@H:23]1[CH2:26][CH2:25][N:24]1C(OC(C)(C)C)=O)=[O:22])/[CH:5]=[CH:6]/[C:7]([N:9]([CH3:19])[C:10]1[S:11][C:12]([C:15]([F:18])([F:17])[F:16])=[N:13][N:14]=1)=[O:8].[C:35]([OH:41])([C:37]([F:40])([F:39])[F:38])=[O:36], predict the reaction product. (2) The product is: [CH3:1][C:2]1[CH:7]=[CH:6][N:5]=[CH:4][C:3]=1[N:8]1[CH2:12][CH2:11][N:10]([C:15]2[CH:20]=[CH:19][CH:18]=[C:17]([C:21]([F:24])([F:23])[F:22])[CH:16]=2)[C:9]1=[O:13]. Given the reactants [CH3:1][C:2]1[CH:7]=[CH:6][N:5]=[CH:4][C:3]=1[N:8]1[CH2:12][CH2:11][NH:10][C:9]1=[O:13].Br[C:15]1[CH:20]=[CH:19][CH:18]=[C:17]([C:21]([F:24])([F:23])[F:22])[CH:16]=1.N[C@@H]1CCCC[C@H]1N.P([O-])([O-])([O-])=O.[K+].[K+].[K+], predict the reaction product.